Predict the product of the given reaction. From a dataset of Forward reaction prediction with 1.9M reactions from USPTO patents (1976-2016). (1) Given the reactants [C:1]([C:5]1[CH:10]=[CH:9][C:8]([C:11]2[CH:16]=[CH:15][C:14]([C:17]([CH3:20])([CH3:19])[CH3:18])=[CH:13][CH:12]=2)=[CH:7][CH:6]=1)([CH3:4])([CH3:3])[CH3:2].C(OC(=O)C)(=O)C.C(O)(=O)C.[N+:32]([O-])([OH:34])=[O:33], predict the reaction product. The product is: [C:17]([C:14]1[CH:13]=[CH:12][C:11]([C:8]2[CH:9]=[CH:10][C:5]([C:1]([CH3:4])([CH3:3])[CH3:2])=[CH:6][CH:7]=2)=[C:16]([N+:32]([O-:34])=[O:33])[CH:15]=1)([CH3:20])([CH3:19])[CH3:18]. (2) Given the reactants C[O:2][C:3](=[O:42])[C:4]1[CH:9]=[C:8]([O:10][C:11]2[CH:16]=[CH:15][C:14]([NH:17][S:18]([C:21]3[CH:26]=[CH:25][C:24]([CH3:27])=[CH:23][CH:22]=3)(=[O:20])=[O:19])=[C:13]([CH2:28][CH2:29][CH3:30])[CH:12]=2)[CH:7]=[CH:6][C:5]=1[NH:31][S:32]([C:35]1[CH:40]=[CH:39][C:38]([CH3:41])=[CH:37][CH:36]=1)(=[O:34])=[O:33], predict the reaction product. The product is: [CH2:28]([C:13]1[CH:12]=[C:11]([CH:16]=[CH:15][C:14]=1[NH:17][S:18]([C:21]1[CH:26]=[CH:25][C:24]([CH3:27])=[CH:23][CH:22]=1)(=[O:19])=[O:20])[O:10][C:8]1[CH:7]=[CH:6][C:5]([NH:31][S:32]([C:35]2[CH:36]=[CH:37][C:38]([CH3:41])=[CH:39][CH:40]=2)(=[O:34])=[O:33])=[C:4]([CH:9]=1)[C:3]([OH:42])=[O:2])[CH2:29][CH3:30]. (3) Given the reactants [F:1][C:2]1[CH:3]=[C:4]([CH2:23][CH2:24][C:25]([O:27]CC)=[O:26])[CH:5]=[CH:6][C:7]=1[O:8][CH2:9][C:10]1[CH:15]=[CH:14][C:13]([O:16][C:17]2[CH:22]=[CH:21][CH:20]=[CH:19][CH:18]=2)=[CH:12][CH:11]=1.[OH-].[Na+].Cl, predict the reaction product. The product is: [F:1][C:2]1[CH:3]=[C:4]([CH2:23][CH2:24][C:25]([OH:27])=[O:26])[CH:5]=[CH:6][C:7]=1[O:8][CH2:9][C:10]1[CH:11]=[CH:12][C:13]([O:16][C:17]2[CH:22]=[CH:21][CH:20]=[CH:19][CH:18]=2)=[CH:14][CH:15]=1.